This data is from Catalyst prediction with 721,799 reactions and 888 catalyst types from USPTO. The task is: Predict which catalyst facilitates the given reaction. (1) Reactant: BrN1C(=O)CCC1=O.[Cl:9][C:10]1[CH:11]=[C:12]([CH:20]([CH2:24][CH:25]2[CH2:29][CH2:28][CH2:27][CH2:26]2)[C:21]([OH:23])=O)[CH:13]=[CH:14][C:15]=1[S:16]([CH3:19])(=[O:18])=[O:17].[NH2:30][C:31]1[NH:32][C:33]2[CH:39]=[CH:38][CH:37]=[CH:36][C:34]=2[N:35]=1.N1C=CC=CC=1. Product: [NH:32]1[C:33]2[CH:39]=[CH:38][CH:37]=[CH:36][C:34]=2[N:35]=[C:31]1[NH:30][C:21](=[O:23])[CH:20]([C:12]1[CH:13]=[CH:14][C:15]([S:16]([CH3:19])(=[O:17])=[O:18])=[C:10]([Cl:9])[CH:11]=1)[CH2:24][CH:25]1[CH2:29][CH2:28][CH2:27][CH2:26]1. The catalyst class is: 34. (2) Reactant: [C:1]([O:5][C:6](=[O:19])[NH:7][CH2:8][C@@H:9]1[CH2:11][C@H:10]1[C:12]1[CH:17]=[CH:16][CH:15]=[C:14](Br)[CH:13]=1)([CH3:4])([CH3:3])[CH3:2].[Cl:20][C:21]1[CH:26]=[CH:25][CH:24]=[CH:23][C:22]=1B(O)O.C([O-])([O-])=O.[K+].[K+]. Product: [C:1]([O:5][C:6](=[O:19])[NH:7][CH2:8][C@@H:9]1[CH2:11][C@H:10]1[C:12]1[CH:13]=[C:14]([C:22]2[CH:23]=[CH:24][CH:25]=[CH:26][C:21]=2[Cl:20])[CH:15]=[CH:16][CH:17]=1)([CH3:4])([CH3:3])[CH3:2]. The catalyst class is: 564. (3) Reactant: Cl.[Cl:2][C:3]1[CH:4]=[C:5]([CH2:10][N:11]2[CH:15]=[C:14]([NH:16][C:17]([C:19]3[CH:20]=[C:21]4[C:26](=[CH:27][CH:28]=3)[CH2:25][NH:24][CH2:23][CH2:22]4)=[O:18])[CH:13]=[N:12]2)[CH:6]=[CH:7][C:8]=1[Cl:9].[CH3:29][CH:30]([CH3:36])[CH2:31][CH2:32][C:33](O)=[O:34].C1C=CC2N(O)N=NC=2C=1.CCN=C=NCCCN(C)C.Cl.C(N(CC)CC)C. Product: [Cl:2][C:3]1[CH:4]=[C:5]([CH2:10][N:11]2[CH:15]=[C:14]([NH:16][C:17]([C:19]3[CH:20]=[C:21]4[C:26](=[CH:27][CH:28]=3)[CH2:25][N:24]([C:33](=[O:34])[CH2:32][CH2:31][CH:30]([CH3:36])[CH3:29])[CH2:23][CH2:22]4)=[O:18])[CH:13]=[N:12]2)[CH:6]=[CH:7][C:8]=1[Cl:9]. The catalyst class is: 4.